Dataset: Full USPTO retrosynthesis dataset with 1.9M reactions from patents (1976-2016). Task: Predict the reactants needed to synthesize the given product. (1) Given the product [CH3:1][C:2]1[C:7]([CH3:8])=[CH:6][CH:5]=[CH:4][C:3]=1[C:13]1[N:18]=[C:17]([NH2:19])[N:16]=[C:15]([NH:20][CH2:21][C:22]([CH3:25])([CH3:24])[CH3:23])[CH:14]=1, predict the reactants needed to synthesize it. The reactants are: [CH3:1][C:2]1[C:7]([CH3:8])=[CH:6][CH:5]=[CH:4][C:3]=1B(O)O.Cl[C:13]1[N:18]=[C:17]([NH2:19])[N:16]=[C:15]([NH:20][CH2:21][C:22]([CH3:25])([CH3:24])[CH3:23])[CH:14]=1. (2) Given the product [CH3:33][O:32][C:29]([C:2]1[CH:7]=[N:6][C:5]([NH2:8])=[C:4]([C:9]2[CH:14]=[CH:13][C:12]([O:15][C:16]([F:19])([F:18])[F:17])=[CH:11][CH:10]=2)[N:3]=1)=[O:31], predict the reactants needed to synthesize it. The reactants are: Br[C:2]1[N:3]=[C:4]([C:9]2[CH:14]=[CH:13][C:12]([O:15][C:16]([F:19])([F:18])[F:17])=[CH:11][CH:10]=2)[C:5]([NH2:8])=[N:6][CH:7]=1.C(N(CC)CC)C.[C]=O.[C:29]([O:32][CH2:33]C)(=[O:31])C. (3) Given the product [F:1][C:2]1[CH:10]=[C:9]2[C:5]([CH2:6][CH2:7][C:8]2([CH3:11])[CH3:12])=[CH:4][C:3]=1[OH:13], predict the reactants needed to synthesize it. The reactants are: [F:1][C:2]1[CH:10]=[C:9]2[C:5]([CH2:6][CH2:7][C:8]2([CH3:12])[CH3:11])=[CH:4][C:3]=1[O:13]C.B(Br)(Br)Br.CO.C([O-])(O)=O.[Na+]. (4) Given the product [N:1]1([C:12]([O:11][C:8]([CH3:10])([CH3:9])[CH3:7])=[O:13])[CH2:6][CH2:5][NH:4][CH2:3][CH2:2]1, predict the reactants needed to synthesize it. The reactants are: [NH:1]1[CH2:6][CH2:5][NH:4][CH2:3][CH2:2]1.[CH3:7][C:8]([O:11][C:12](O[C:12]([O:11][C:8]([CH3:10])([CH3:9])[CH3:7])=[O:13])=[O:13])([CH3:10])[CH3:9]. (5) The reactants are: [N+:1]([O-:4])(O)=[O:2].[Cl:5][C:6]1[C:7]([O:15][CH3:16])=[CH:8][C:9]([F:14])=[C:10]([CH:13]=1)[CH:11]=[O:12]. Given the product [Cl:5][C:6]1[C:7]([O:15][CH3:16])=[C:8]([N+:1]([O-:4])=[O:2])[C:9]([F:14])=[C:10]([CH:13]=1)[CH:11]=[O:12], predict the reactants needed to synthesize it. (6) Given the product [Cl:1][C:2]1[C:3]([C:23]2[CH:37]=[CH:36][C:26]([O:27][CH2:28][C:29]([O:31][C:32]([CH3:33])([CH3:34])[CH3:35])=[O:30])=[CH:25][CH:24]=2)=[C:4]2[C:18]3[CH2:19][CH2:20][S:21](=[O:46])[CH2:22][C:17]=3[S:16][C:5]2=[N:6][C:7]=1[CH2:8][N:9]1[C:10](=[O:15])[CH2:11][CH2:12][C:13]1=[O:14], predict the reactants needed to synthesize it. The reactants are: [Cl:1][C:2]1[C:3]([C:23]2[CH:37]=[CH:36][C:26]([O:27][CH2:28][C:29]([O:31][C:32]([CH3:35])([CH3:34])[CH3:33])=[O:30])=[CH:25][CH:24]=2)=[C:4]2[C:18]3[CH2:19][CH2:20][S:21][CH2:22][C:17]=3[S:16][C:5]2=[N:6][C:7]=1[CH2:8][N:9]1[C:13](=[O:14])[CH2:12][CH2:11][C:10]1=[O:15].ClC1C=CC=C(C(OO)=[O:46])C=1. (7) Given the product [CH3:19][C:13]1[C:12]2[N:11]=[C:6]([C:5]3[CH:4]=[CH:3][C:2]([NH2:1])=[CH:10][CH:9]=3)[O:8][C:17]=2[CH:16]=[CH:15][CH:14]=1, predict the reactants needed to synthesize it. The reactants are: [NH2:1][C:2]1[CH:10]=[CH:9][C:5]([C:6]([OH:8])=O)=[CH:4][CH:3]=1.[NH2:11][C:12]1[C:17](O)=[CH:16][CH:15]=[CH:14][C:13]=1[CH3:19]. (8) Given the product [F:23][C:13]1[CH:12]=[C:11]([N:10]2[CH2:35][C@H:36]([CH2:38][OH:41])[O:37][C:9]2=[O:8])[CH:16]=[CH:15][C:14]=1[N:17]1[CH:21]=[C:20]([CH3:22])[N:19]=[N:18]1, predict the reactants needed to synthesize it. The reactants are: C([O:8][C:9](=O)[NH:10][C:11]1[CH:16]=[CH:15][C:14]([N:17]2[CH:21]=[C:20]([CH3:22])[N:19]=[N:18]2)=[C:13]([F:23])[CH:12]=1)C1C=CC=CC=1.C[Si](C)(C)[N-][Si](C)(C)C.[Li+].[CH3:35][C:36]([CH3:38])=[O:37].C(OCC)(=[O:41])C.